From a dataset of Reaction yield outcomes from USPTO patents with 853,638 reactions. Predict the reaction yield, written as a fraction of the theoretical maximum amount of product (1.0 means a 100% yield; for example, 0.34 means a 34% yield). (1) The reactants are Cl.CN.C(O)C.[CH2:7]([N:9](CC)CC)C.[C:14]12[C:20](=[CH:21][CH:22]=[CH:23][CH:24]=1)[NH:19]C(=O)O[C:15]2=[O:16]. The catalyst is C(OCC)(=O)C. The product is [NH2:19][C:20]1[CH:21]=[CH:22][CH:23]=[CH:24][C:14]=1[C:15]([NH:9][CH3:7])=[O:16]. The yield is 0.860. (2) The reactants are Br[C:2]1[CH:3]=[C:4]([C:14]([NH:16][CH2:17][C:18]2[C:19](=[O:28])[NH:20][C:21]([CH3:27])=[CH:22][C:23]=2[NH:24][CH2:25][CH3:26])=[O:15])[C:5]2[CH:6]=[CH:7][N:8]([CH:11]([CH3:13])[CH3:12])[C:9]=2[CH:10]=1.[CH3:29][N:30]1[CH2:35][CH2:34][N:33]([C:36]2[CH:41]=[CH:40][C:39](B3OC(C)(C)C(C)(C)O3)=[CH:38][N:37]=2)[CH2:32][CH2:31]1.C(=O)(O)[O-].[Na+].COCCOC. The catalyst is O. The product is [CH2:25]([NH:24][C:23]1[CH:22]=[C:21]([CH3:27])[NH:20][C:19](=[O:28])[C:18]=1[CH2:17][NH:16][C:14]([C:4]1[C:5]2[CH:6]=[CH:7][N:8]([CH:11]([CH3:13])[CH3:12])[C:9]=2[CH:10]=[C:2]([C:39]2[CH:38]=[N:37][C:36]([N:33]3[CH2:32][CH2:31][N:30]([CH3:29])[CH2:35][CH2:34]3)=[CH:41][CH:40]=2)[CH:3]=1)=[O:15])[CH3:26]. The yield is 0.562. (3) The reactants are Br[C:2]1[CH:7]=[CH:6][C:5]([C:8]2[N:9]([CH2:14][C@@H:15]3[CH2:19][CH2:18][N:17]([C:20]([CH:22]4[CH2:24][CH2:23]4)=[O:21])[CH2:16]3)[C:10](=[O:13])[NH:11][N:12]=2)=[CH:4][CH:3]=1.[Cl:25][C:26]1[CH:31]=[C:30]([Cl:32])[CH:29]=[CH:28][C:27]=1B(O)O.[O-]P([O-])([O-])=O.[K+].[K+].[K+]. The catalyst is CCO.C1C=CC([P]([Pd]([P](C2C=CC=CC=2)(C2C=CC=CC=2)C2C=CC=CC=2)([P](C2C=CC=CC=2)(C2C=CC=CC=2)C2C=CC=CC=2)[P](C2C=CC=CC=2)(C2C=CC=CC=2)C2C=CC=CC=2)(C2C=CC=CC=2)C2C=CC=CC=2)=CC=1. The product is [CH:22]1([C:20]([N:17]2[CH2:18][CH2:19][C@@H:15]([CH2:14][N:9]3[C:8]([C:5]4[CH:6]=[CH:7][C:2]([C:29]5[CH:28]=[CH:27][C:26]([Cl:25])=[CH:31][C:30]=5[Cl:32])=[CH:3][CH:4]=4)=[N:12][NH:11][C:10]3=[O:13])[CH2:16]2)=[O:21])[CH2:24][CH2:23]1. The yield is 0.508. (4) The catalyst is CN(C)C=O.C(OCC)(=O)C. The reactants are [CH2:1]([C:5]1[N:6]=[C:7]([O:27][CH3:28])[NH:8][C:9](=[O:26])[C:10]=1[CH2:11][C:12]1[CH:17]=[CH:16][C:15]([C:18]2[C:19]([C:24]#[N:25])=[CH:20][CH:21]=[CH:22][CH:23]=2)=[CH:14][CH:13]=1)[CH2:2][CH2:3][CH3:4].[CH2:29](Br)[C:30]1[CH:35]=[CH:34][CH:33]=[CH:32][CH:31]=1.C(=O)([O-])[O-].[Cs+].[Cs+]. The yield is 0.500. The product is [CH2:29]([N:8]1[C:9](=[O:26])[C:10]([CH2:11][C:12]2[CH:17]=[CH:16][C:15]([C:18]3[C:19]([C:24]#[N:25])=[CH:20][CH:21]=[CH:22][CH:23]=3)=[CH:14][CH:13]=2)=[C:5]([CH2:1][CH2:2][CH2:3][CH3:4])[N:6]=[C:7]1[O:27][CH3:28])[C:30]1[CH:35]=[CH:34][CH:33]=[CH:32][CH:31]=1.